Task: Predict the reaction yield, written as a fraction of the theoretical maximum amount of product (1.0 means a 100% yield; for example, 0.34 means a 34% yield).. Dataset: Reaction yield outcomes from USPTO patents with 853,638 reactions The reactants are C([O:8][C:9]1[CH:10]=[C:11]2[C:16](=[CH:17][CH:18]=1)[N:15]=[C:14]([C:19]1[C:24]([Cl:25])=[CH:23][CH:22]=[CH:21][C:20]=1[Cl:26])[CH:13]=[CH:12]2)C1C=CC=CC=1.B(Br)(Br)Br.O.[OH-].[Na+]. The catalyst is C(Cl)Cl. The product is [Cl:26][C:20]1[CH:21]=[CH:22][CH:23]=[C:24]([Cl:25])[C:19]=1[C:14]1[CH:13]=[CH:12][C:11]2[C:16](=[CH:17][CH:18]=[C:9]([OH:8])[CH:10]=2)[N:15]=1. The yield is 1.00.